From a dataset of Full USPTO retrosynthesis dataset with 1.9M reactions from patents (1976-2016). Predict the reactants needed to synthesize the given product. (1) Given the product [CH3:20][O:19][C:16]1[CH:17]=[CH:18][C:13]([CH2:12][C:11](=[O:10])[CH2:6][C:7]#[N:8])=[CH:14][C:15]=1[O:21][CH2:22][CH2:23][O:24][CH3:25], predict the reactants needed to synthesize it. The reactants are: C([Li])CCC.[CH3:6][C:7]#[N:8].C[O:10][C:11](=O)[CH2:12][C:13]1[CH:18]=[CH:17][C:16]([O:19][CH3:20])=[C:15]([O:21][CH2:22][CH2:23][O:24][CH3:25])[CH:14]=1.[NH4+].[Cl-]. (2) Given the product [CH3:1][C:2]1[O:6][C:5](=[O:7])[O:4][C:3]=1[CH2:8][O:9][C:10](=[O:45])[NH:11][C:12]1[C:21]2=[CH:22][N:23]([CH:25]3[C:26]([OH:43])([CH3:42])[CH:27]([OH:28])[CH:32]([CH2:31][OH:30])[O:33]3)[N:24]=[C:19]3[C:20]2=[C:14]([C:15](=[O:44])[NH:16][N:17]=[CH:18]3)[CH:13]=1, predict the reactants needed to synthesize it. The reactants are: [CH3:1][C:2]1[O:6][C:5](=[O:7])[O:4][C:3]=1[CH2:8][O:9][C:10](=[O:45])[NH:11][C:12]1[C:21]2=[CH:22][N:23]([CH:25]3[O:33][CH:32]4[CH:27]([O:28][Si](C(C)(C)C)(C(C)(C)C)[O:30][CH2:31]4)[C:26]3([OH:43])[CH3:42])[N:24]=[C:19]3[C:20]2=[C:14]([C:15](=[O:44])[NH:16][N:17]=[CH:18]3)[CH:13]=1.CCN(CC)CC. (3) The reactants are: Cl.[F:2][C:3]([F:24])([F:23])[C:4]1[CH:22]=[CH:21][CH:20]=[CH:19][C:5]=1[CH:6]([O:14][CH:15]1[CH2:18][NH:17][CH2:16]1)[C:7]1[CH:12]=[CH:11][C:10]([Cl:13])=[CH:9][CH:8]=1.[N:25]([C@@H](CC1C=CC=CC=1)C(OC)=O)=[C:26]=[O:27].ClC1C=CC([CH:45]([O:53]C2CN(C(NC3C=CC=CC=3)=O)C2)[C:46]2[CH:51]=[CH:50][C:49](Cl)=[CH:48][CH:47]=2)=CC=1. Given the product [F:24][C:3]([F:2])([F:23])[C:4]1[CH:22]=[CH:21][CH:20]=[CH:19][C:5]=1[CH:6]([O:14][CH:15]1[CH2:18][N:17]([C:26]([NH:25][C:45](=[O:53])[C:46]2[CH:47]=[CH:48][CH:49]=[CH:50][CH:51]=2)=[O:27])[CH2:16]1)[C:7]1[CH:12]=[CH:11][C:10]([Cl:13])=[CH:9][CH:8]=1, predict the reactants needed to synthesize it. (4) Given the product [O:13]1[CH2:14][CH2:15][O:16][CH:12]1[CH2:11][CH2:10][S:1][CH2:2][CH2:3][CH2:4][CH2:5][OH:6], predict the reactants needed to synthesize it. The reactants are: [SH:1][CH2:2][CH2:3][CH2:4][CH2:5][OH:6].[H-].[Na+].Br[CH2:10][CH2:11][CH:12]1[O:16][CH2:15][CH2:14][O:13]1. (5) Given the product [C:14]([O:18][C:19](=[O:20])[N:21]([CH2:22][CH3:23])[CH3:37])([CH3:17])([CH3:16])[CH3:15], predict the reactants needed to synthesize it. The reactants are: N1CCC[C@H]1C1C=C(C=O)C=NC=1.[C:14]([O:18][C:19]([N:21]([CH3:37])[C@@H:22](C)[C:23](N[C@@H](C1CCCCC1)C(O)=O)=O)=[O:20])([CH3:17])([CH3:16])[CH3:15].O.[Cl-].COC1N=C(OC)N=C([N+]2(C)CCOCC2)N=1. (6) Given the product [C:44]([N:57]([C:55]([C:2]1[CH:19]=[CH:18][C:5]2[C:6]([CH:15]([CH3:17])[CH3:16])=[N:7][C:8]3[CH:9]=[CH:10][NH:11][C:12](=[O:14])[C:13]=3[C:4]=2[CH:3]=1)=[O:56])[NH2:48])(=[O:39])[CH3:43], predict the reactants needed to synthesize it. The reactants are: Br[C:2]1[CH:19]=[CH:18][C:5]2[C:6]([CH:15]([CH3:17])[CH3:16])=[N:7][C:8]3[CH:9]=[CH:10][NH:11][C:12](=[O:14])[C:13]=3[C:4]=2[CH:3]=1.C([PH+](C(C)(C)C)C(C)(C)C)(C)(C)C.[H+].[B-](F)(F)(F)F.[O:39]1[CH2:44][CH2:43]OCC1.C([N:48](CC)C(C)C)(C)C.C[C:55]([N:57](C)C)=[O:56]. (7) Given the product [CH2:1]([O:8][C:9]1[C:18]2[C:13](=[CH:14][C:15]([NH:19][C:26]3[C:34]4[C:29](=[CH:30][N:31]=[CH:32][CH:33]=4)[O:28][C:27]=3[C:35]([O:37][CH2:38][CH3:39])=[O:36])=[CH:16][CH:17]=2)[CH:12]=[N:11][CH:10]=1)[C:2]1[CH:3]=[CH:4][CH:5]=[CH:6][CH:7]=1, predict the reactants needed to synthesize it. The reactants are: [CH2:1]([O:8][C:9]1[C:18]2[C:13](=[CH:14][C:15]([NH2:19])=[CH:16][CH:17]=2)[CH:12]=[N:11][CH:10]=1)[C:2]1[CH:7]=[CH:6][CH:5]=[CH:4][CH:3]=1.FC(F)(F)S(O[C:26]1[C:34]2[C:29](=[CH:30][N:31]=[CH:32][CH:33]=2)[O:28][C:27]=1[C:35]([O:37][CH2:38][CH3:39])=[O:36])(=O)=O.